From a dataset of Reaction yield outcomes from USPTO patents with 853,638 reactions. Predict the reaction yield, written as a fraction of the theoretical maximum amount of product (1.0 means a 100% yield; for example, 0.34 means a 34% yield). (1) The product is [Cl:1]/[C:11](/[C:12]1[CH:13]=[CH:14][C:15]([CH:18]2[CH2:23][N:22]([C:24]([O:26][C:27]([CH3:29])([CH3:30])[CH3:28])=[O:25])[CH2:21][CH2:20][N:19]2[C:31]([O:33][C:34]([CH3:37])([CH3:36])[CH3:35])=[O:32])=[CH:16][CH:17]=1)=[N:10]\[OH:9]. The catalyst is CN(C)C=O.O. The reactants are [Cl:1]N1C(=O)CCC1=O.[OH:9]/[N:10]=[CH:11]/[C:12]1[CH:17]=[CH:16][C:15]([CH:18]2[CH2:23][N:22]([C:24]([O:26][C:27]([CH3:30])([CH3:29])[CH3:28])=[O:25])[CH2:21][CH2:20][N:19]2[C:31]([O:33][C:34]([CH3:37])([CH3:36])[CH3:35])=[O:32])=[CH:14][CH:13]=1. The yield is 1.00. (2) The reactants are [NH2:1][CH2:2][CH:3]([C:12]1([OH:18])[CH2:17][CH2:16][CH2:15][CH2:14][CH2:13]1)[C:4]1[CH:9]=[CH:8][C:7]([O:10][CH3:11])=[CH:6][CH:5]=1.[ClH:19].C(O)(C)C. The catalyst is C(OCC)(=O)C. The product is [ClH:19].[NH2:1][CH2:2][CH:3]([C:12]1([OH:18])[CH2:17][CH2:16][CH2:15][CH2:14][CH2:13]1)[C:4]1[CH:5]=[CH:6][C:7]([O:10][CH3:11])=[CH:8][CH:9]=1. The yield is 0.750. (3) The reactants are [F:1][C:2]1[CH:3]=[C:4]2[NH:10][C:9](=O)O[C:6](=[O:7])[C:5]2=[CH:12][C:13]=1[I:14].C(O)(=O)C.C(N)=[NH:20]. The catalyst is CN(C)C=O. The product is [OH:7][C:6]1[C:5]2[C:4](=[CH:3][C:2]([F:1])=[C:13]([I:14])[CH:12]=2)[N:10]=[CH:9][N:20]=1. The yield is 0.910. (4) The reactants are [C:1]([OH:9])(=O)[C:2]1[CH:7]=[CH:6][CH:5]=[N:4][CH:3]=1.CN1CCOCC1.CCN=C=NCCCN(C)C.Cl.[CH3:29][O:30][C:31](=[O:38])[C@H:32]([C@H:34]([CH2:36][CH3:37])[CH3:35])[NH2:33]. The catalyst is C(Cl)Cl. The product is [CH3:29][O:30][C:31](=[O:38])[CH:32]([NH:33][C:1]([C:2]1[CH:3]=[N:4][CH:5]=[CH:6][CH:7]=1)=[O:9])[CH:34]([CH3:35])[CH2:36][CH3:37]. The yield is 0.720. (5) The reactants are [Cl:1][C:2]1[C:3]([CH2:12][O:13][C:14]2[CH:23]=[C:22]3[C:17]([CH2:18][CH2:19][C:20]([CH3:25])([CH3:24])[O:21]3)=[CH:16][CH:15]=2)=[CH:4][C:5]([F:11])=[C:6]([CH:10]=1)[C:7](O)=[O:8].[CH3:26][N:27]([CH3:32])[S:28](=[O:31])(=[O:30])[NH2:29].C(N(CC)C(C)C)(C)C.F[P-](F)(F)(F)(F)F.N1(OC(N(C)C)=[N+](C)C)C2N=CC=CC=2N=N1. The catalyst is CN(C=O)C.Cl. The product is [Cl:1][C:2]1[C:3]([CH2:12][O:13][C:14]2[CH:23]=[C:22]3[C:17]([CH2:18][CH2:19][C:20]([CH3:25])([CH3:24])[O:21]3)=[CH:16][CH:15]=2)=[CH:4][C:5]([F:11])=[C:6]([CH:10]=1)[C:7]([NH:29][S:28](=[O:31])(=[O:30])[N:27]([CH3:32])[CH3:26])=[O:8]. The yield is 0.180. (6) The reactants are [NH2:1][C:2]1[CH:3]=[C:4]([C:8]2[C:16]3[C:11](=[CH:12][CH:13]=[C:14]([C:17]([NH2:19])=[O:18])[CH:15]=3)[N:10](C3CCCCO3)[N:9]=2)[CH:5]=[CH:6][CH:7]=1.Cl.[N:27]1[CH:32]=[CH:31][C:30]([CH2:33][C:34](O)=[O:35])=[CH:29][CH:28]=1.CCN=C=NCCCN(C)C. No catalyst specified. The product is [N:27]1[CH:32]=[CH:31][C:30]([CH2:33][C:34]([NH:1][C:2]2[CH:3]=[C:4]([C:8]3[C:16]4[C:11](=[CH:12][CH:13]=[C:14]([C:17]([NH2:19])=[O:18])[CH:15]=4)[NH:10][N:9]=3)[CH:5]=[CH:6][CH:7]=2)=[O:35])=[CH:29][CH:28]=1. The yield is 0.0400. (7) The reactants are [Cl:1][C:2]1[CH:3]=[CH:4][C:5]([OH:25])=[C:6]([CH:24]=1)[C:7]([NH:9][C:10]1[CH:15]=[C:14]([C:16]([F:19])([F:18])[F:17])[CH:13]=[C:12]([C:20]([F:23])([F:22])[F:21])[CH:11]=1)=[O:8].Cl[CH2:27][O:28][C:29]([N:31]([CH2:38][C:39]([O:41][CH2:42][CH3:43])=[O:40])[CH2:32][C:33]([O:35][CH2:36][CH3:37])=[O:34])=[O:30]. No catalyst specified. The product is [CH2:36]([O:35][C:33]([CH2:32][N:31]([CH2:38][C:39]([O:41][CH2:42][CH3:43])=[O:40])[C:29]([O:28][CH2:27][O:25][C:5]1[CH:4]=[CH:3][C:2]([Cl:1])=[CH:24][C:6]=1[C:7]([NH:9][C:10]1[CH:15]=[C:14]([C:16]([F:19])([F:18])[F:17])[CH:13]=[C:12]([C:20]([F:21])([F:22])[F:23])[CH:11]=1)=[O:8])=[O:30])=[O:34])[CH3:37]. The yield is 0.386. (8) The reactants are Cl.[CH:2]1([CH2:8][CH2:9][NH:10][CH2:11][CH2:12][C:13]([OH:15])=[O:14])[CH2:7][CH2:6][CH2:5][CH2:4][CH2:3]1.[C:16](=O)([O:22]C(C)(C)C)[O:17][C:18]([CH3:21])([CH3:20])[CH3:19].C(N(CC)CC)C.C(O)(=O)CC(CC(O)=O)(C(O)=O)O. The catalyst is O1CCCC1. The product is [C:18]([O:17][C:16]([N:10]([CH2:11][CH2:12][C:13]([OH:15])=[O:14])[CH2:9][CH2:8][CH:2]1[CH2:7][CH2:6][CH2:5][CH2:4][CH2:3]1)=[O:22])([CH3:21])([CH3:20])[CH3:19]. The yield is 0.620. (9) The reactants are C([O:5][C:6]([C:8]1[NH:17][C:16]2[CH2:15][CH2:14][CH2:13][N:12]([CH2:18][CH2:19][N:20]([CH3:22])[CH3:21])[C:11](=[O:23])[C:10]=2[C:9]=1[CH3:24])=O)(C)(C)C.FC(F)(F)C(O)=O.C(OC(OCC)OCC)C. No catalyst specified. The product is [CH3:22][N:20]([CH3:21])[CH2:19][CH2:18][N:12]1[CH2:13][CH2:14][CH2:15][C:16]2[NH:17][C:8]([CH:6]=[O:5])=[C:9]([CH3:24])[C:10]=2[C:11]1=[O:23]. The yield is 0.370. (10) The reactants are F[C:2]1[CH:7]=[CH:6][C:5]([C:8]2[O:9][C:10]3[CH:16]=[CH:15][CH:14]=[CH:13][C:11]=3[N:12]=2)=[CH:4][C:3]=1[N+:17]([O-:19])=[O:18].C(=O)([O-])[O-].[K+].[K+].[NH2:26][CH2:27][CH2:28][N:29]1[CH2:34][CH2:33][CH2:32][CH2:31][CH2:30]1.O. The catalyst is C(#N)C. The product is [N:29]1([CH2:28][CH2:27][NH:26][C:2]2[CH:7]=[CH:6][C:5]([C:8]3[O:9][C:10]4[CH:16]=[CH:15][CH:14]=[CH:13][C:11]=4[N:12]=3)=[CH:4][C:3]=2[N+:17]([O-:19])=[O:18])[CH2:34][CH2:33][CH2:32][CH2:31][CH2:30]1. The yield is 0.940.